This data is from Reaction yield outcomes from USPTO patents with 853,638 reactions. The task is: Predict the reaction yield, written as a fraction of the theoretical maximum amount of product (1.0 means a 100% yield; for example, 0.34 means a 34% yield). (1) The yield is 0.910. The product is [F:1][C:2]([F:18])([F:19])[C:3]1[CH:4]=[C:5]([CH:13]([NH2:15])[CH3:14])[CH:6]=[C:7]([C:9]([F:10])([F:11])[F:12])[CH:8]=1. The reactants are [F:1][C:2]([F:19])([F:18])[C:3]1[CH:4]=[C:5]([CH:13]([N:15]=[N+]=[N-])[CH3:14])[CH:6]=[C:7]([C:9]([F:12])([F:11])[F:10])[CH:8]=1.[H][H]. The catalyst is CO.[Pd]. (2) The reactants are [NH2:1][C:2]1[N:10]=[C:9]([I:11])[N:8]=[C:7]2[C:3]=1[N:4]=[CH:5][N:6]2[C@H:12]1[C@H:19]2[C@@H:15]([O:16]C(C)(C)[O:18]2)[C@@H:14]([C:22]([OH:24])=[O:23])[O:13]1. The catalyst is C(O)=O. The product is [NH2:1][C:2]1[N:10]=[C:9]([I:11])[N:8]=[C:7]2[C:3]=1[N:4]=[CH:5][N:6]2[C@@H:12]1[O:13][C@H:14]([C:22]([OH:24])=[O:23])[C@@H:15]([OH:16])[C@H:19]1[OH:18]. The yield is 0.850. (3) The reactants are C([O-])=O.[NH4+].C([N:12]1[CH2:17][CH2:16][CH:15]([C:18]2[C:22]3=[C:23]4[CH:29]=[CH:28][NH:27][C:24]4=[N:25][CH:26]=[C:21]3[NH:20][N:19]=2)[CH2:14][CH2:13]1)C1C=CC=CC=1. The catalyst is [OH-].[OH-].[Pd+2].CO. The product is [NH:12]1[CH2:17][CH2:16][CH:15]([C:18]2[C:22]3=[C:23]4[CH:29]=[CH:28][NH:27][C:24]4=[N:25][CH:26]=[C:21]3[NH:20][N:19]=2)[CH2:14][CH2:13]1. The yield is 0.840. (4) The reactants are [CH3:1][CH2:2][C:3](=O)[CH:4]([CH2:6][CH3:7])[OH:5].[N:9]#[C:10][NH2:11].[O-]CC.[Na+].O. The catalyst is C(O)C. The product is [NH2:11][C:10]1[O:5][C:4]([CH2:6][CH3:7])=[C:3]([CH2:2][CH3:1])[N:9]=1. The yield is 0.297. (5) The reactants are [N+:1]([C:4]1[C:5]([CH:10]=[CH2:11])=[N:6][CH:7]=[CH:8][CH:9]=1)([O-:3])=[O:2].[NH2:12][CH:13]1[CH2:18][CH2:17][N:16]([C:19]([O:21][C:22]([CH3:25])([CH3:24])[CH3:23])=[O:20])[CH2:15][CH2:14]1.C(N(CC)CC)C. The catalyst is C(O)C. The product is [N+:1]([C:4]1[C:5]([CH2:10][CH2:11][NH:12][CH:13]2[CH2:14][CH2:15][N:16]([C:19]([O:21][C:22]([CH3:25])([CH3:24])[CH3:23])=[O:20])[CH2:17][CH2:18]2)=[N:6][CH:7]=[CH:8][CH:9]=1)([O-:3])=[O:2]. The yield is 0.740. (6) The reactants are [CH2:1]([N:5]=[C:6]=[O:7])[CH2:2][CH2:3][CH3:4].[CH2:8]([NH2:12])[CH2:9][CH2:10][CH3:11].[C:13](Cl)(=[O:18])[CH2:14][C:15](Cl)=[O:16]. The catalyst is ClCCl. The product is [CH2:1]([N:5]1[C:15](=[O:16])[CH2:14][C:13](=[O:18])[N:12]([CH2:8][CH2:9][CH2:10][CH3:11])[C:6]1=[O:7])[CH2:2][CH2:3][CH3:4]. The yield is 0.270. (7) The yield is 0.710. The reactants are [P:1]([O-:8])([O:5][CH2:6][CH3:7])[O:2][CH2:3][CH3:4].[Na+].Br[CH2:11][C:12]1([CH2:20]Br)[CH2:17][O:16][C:15]([CH3:19])([CH3:18])[O:14][CH2:13]1.[Cl-].[NH4+]. The product is [CH2:3]([O:2][P:1]([CH2:11][C:12]1([CH2:20][P:1]([O:5][CH2:6][CH3:7])([O:2][CH2:3][CH3:4])=[O:8])[CH2:17][O:16][C:15]([CH3:19])([CH3:18])[O:14][CH2:13]1)([O:5][CH2:6][CH3:7])=[O:8])[CH3:4]. The catalyst is C1COCC1.CN(C=O)C.